From a dataset of Forward reaction prediction with 1.9M reactions from USPTO patents (1976-2016). Predict the product of the given reaction. Given the reactants CS(O[CH:6]([CH2:13][CH3:14])[CH2:7][C:8]1[S:9][CH:10]=[CH:11][CH:12]=1)(=O)=O.[OH-].[NH4+:16].N.CC(O)C, predict the reaction product. The product is: [S:9]1[CH:10]=[CH:11][CH:12]=[C:8]1[CH2:7][CH:6]([NH2:16])[CH2:13][CH3:14].